Dataset: Reaction yield outcomes from USPTO patents with 853,638 reactions. Task: Predict the reaction yield, written as a fraction of the theoretical maximum amount of product (1.0 means a 100% yield; for example, 0.34 means a 34% yield). (1) The reactants are [F:1][C:2]1[CH:23]=[CH:22][CH:21]=[C:20]([F:24])[C:3]=1[C:4]([NH:6][C:7]1[CH:12]=[N:11][C:10]([C:13]2[CH2:14][NH:15][CH2:16][CH2:17][C:18]=2[CH3:19])=[CH:9][N:8]=1)=[O:5].[CH3:25][N:26]([CH3:31])[S:27](Cl)(=[O:29])=[O:28].C(N(CC)CC)C. No catalyst specified. The product is [CH3:25][N:26]([CH3:31])[S:27]([N:15]1[CH2:16][CH2:17][C:18]([CH3:19])=[C:13]([C:10]2[N:11]=[CH:12][C:7]([NH:6][C:4](=[O:5])[C:3]3[C:2]([F:1])=[CH:23][CH:22]=[CH:21][C:20]=3[F:24])=[N:8][CH:9]=2)[CH2:14]1)(=[O:29])=[O:28]. The yield is 0.450. (2) The reactants are Cl[C:2]1[N:7]=[C:6]([N:8]2[CH2:13][CH2:12][O:11][CH2:10][CH2:9]2)[N:5]=[C:4]([N:14]2[C:18]3[CH:19]=[CH:20][CH:21]=[C:22]([O:23][CH3:24])[C:17]=3[N:16]=[C:15]2[CH:25]([F:27])[F:26])[N:3]=1.[NH2:28][CH:29]1[CH2:34][CH2:33][N:32]([C:35]([O:37][C:38]([CH3:41])([CH3:40])[CH3:39])=[O:36])[CH2:31][CH2:30]1.CCN(C(C)C)C(C)C. The catalyst is C1COCC1. The product is [F:26][CH:25]([F:27])[C:15]1[N:14]([C:4]2[N:5]=[C:6]([N:8]3[CH2:13][CH2:12][O:11][CH2:10][CH2:9]3)[N:7]=[C:2]([NH:28][CH:29]3[CH2:30][CH2:31][N:32]([C:35]([O:37][C:38]([CH3:41])([CH3:40])[CH3:39])=[O:36])[CH2:33][CH2:34]3)[N:3]=2)[C:18]2[CH:19]=[CH:20][CH:21]=[C:22]([O:23][CH3:24])[C:17]=2[N:16]=1. The yield is 0.910. (3) The reactants are [P:1](Cl)(Cl)(=[O:9])[O:2][C:3]1[CH:8]=[CH:7][CH:6]=[CH:5][CH:4]=1.[Cl-:12].[CH2:13]([O:20][C:21](=[O:25])[C@@H:22]([NH3+:24])[CH3:23])[C:14]1[CH:19]=[CH:18][CH:17]=[CH:16][CH:15]=1.C(N(CC)CC)C. The catalyst is ClCCl. The product is [Cl:12][C:4]1[CH:5]=[CH:6][CH:7]=[CH:8][C:3]=1[O:2][P:1](=[N:24][C@@H:22]([CH3:23])[C:21]([O:20][CH2:13][C:14]1[CH:19]=[CH:18][CH:17]=[CH:16][CH:15]=1)=[O:25])=[O:9]. The yield is 0.600. (4) The reactants are [Cl:1][C:2]1[C:3]([O:12][C:13]2[CH:18]=[C:17]([O:19][CH2:20][CH2:21][O:22][CH3:23])[CH:16]=[CH:15][C:14]=2/[CH:24]=[CH:25]/[C:26]([OH:28])=O)=[N:4][CH:5]=[C:6]([C:8]([F:11])([F:10])[F:9])[CH:7]=1.C(#N)C.[CH2:32]([S:37]([NH2:40])(=[O:39])=[O:38])[CH2:33][CH2:34][CH2:35][CH3:36].Cl. The catalyst is CN(C)C1C=CN=CC=1.C(OCC)(=O)C.CCCCCC.O. The product is [Cl:1][C:2]1[C:3]([O:12][C:13]2[CH:18]=[C:17]([O:19][CH2:20][CH2:21][O:22][CH3:23])[CH:16]=[CH:15][C:14]=2/[CH:24]=[CH:25]/[C:26]([NH:40][S:37]([CH2:32][CH2:33][CH2:34][CH2:35][CH3:36])(=[O:39])=[O:38])=[O:28])=[N:4][CH:5]=[C:6]([C:8]([F:9])([F:10])[F:11])[CH:7]=1. The yield is 0.620. (5) The catalyst is C(Cl)Cl.CN(C)C1C=CN=CC=1. The yield is 0.616. The product is [CH2:45]([Si:40]([CH2:41][CH3:42])([CH2:43][CH3:44])[O:39][C@@H:4]1[CH2:3][C@@H:2]2[O:14][C:13](=[O:15])[CH2:12][CH2:11][CH2:10][CH:9]=[CH:8][CH2:7][C@@H:6]2[C@H:5]1/[CH:16]=[CH:17]/[C@@H:18]([O:31][Si:32]([CH2:37][CH3:38])([CH2:35][CH3:36])[CH2:33][CH3:34])[CH2:19][O:20][C:21]1[CH:26]=[CH:25][CH:24]=[C:23]([C:27]([F:30])([F:29])[F:28])[CH:22]=1)[CH3:46]. The reactants are O[C@@H:2]1[C@H:6]([CH2:7]/[CH:8]=[CH:9]\[CH2:10][CH2:11][CH2:12][C:13]([OH:15])=[O:14])[C@@H:5](/[CH:16]=[CH:17]/[C@@H:18]([O:31][Si:32]([CH2:37][CH3:38])([CH2:35][CH3:36])[CH2:33][CH3:34])[CH2:19][O:20][C:21]2[CH:26]=[CH:25][CH:24]=[C:23]([C:27]([F:30])([F:29])[F:28])[CH:22]=2)[C@H:4]([O:39][Si:40]([CH2:45][CH3:46])([CH2:43][CH3:44])[CH2:41][CH3:42])[CH2:3]1.C(Cl)(=O)C1C=CC=CC=1. (6) The yield is 0.770. The product is [Br:1][C:2]1[CH:3]=[C:4]([NH:8][S:15]([C:9]2[CH:14]=[CH:13][CH:12]=[CH:11][CH:10]=2)(=[O:17])=[O:16])[CH:5]=[N:6][CH:7]=1. The reactants are [Br:1][C:2]1[CH:3]=[C:4]([NH2:8])[CH:5]=[N:6][CH:7]=1.[C:9]1([S:15](Cl)(=[O:17])=[O:16])[CH:14]=[CH:13][CH:12]=[CH:11][CH:10]=1. The catalyst is N1C=CC=CC=1.